Dataset: Reaction yield outcomes from USPTO patents with 853,638 reactions. Task: Predict the reaction yield, written as a fraction of the theoretical maximum amount of product (1.0 means a 100% yield; for example, 0.34 means a 34% yield). (1) The reactants are [NH:1]1[CH:5]=[N:4][CH:3]=[N:2]1.[H-].[Na+].[C:8]([O:11][C@@H:12]1[C@@H:20]([C@@:21]2([CH3:42])[CH2:26][CH2:25][C@H:24]([O:27][Si:28]([C:31]([CH3:34])([CH3:33])[CH3:32])([CH3:30])[CH3:29])[CH2:23][C@@H:22]2[CH2:35][CH2:36]OS(C)(=O)=O)[CH2:19][CH2:18][C@@:17]2([CH3:43])[C@H:13]1[CH2:14][CH2:15][C:16]12[O:47][CH2:46][CH2:45][O:44]1)(=[O:10])[CH3:9]. The catalyst is CN(C=O)C. The product is [C:8]([O:11][C@@H:12]1[C@@H:20]([C@@:21]2([CH3:42])[CH2:26][CH2:25][C@H:24]([O:27][Si:28]([C:31]([CH3:33])([CH3:34])[CH3:32])([CH3:30])[CH3:29])[CH2:23][C@@H:22]2[CH2:35][CH2:36][N:1]2[CH:5]=[N:4][CH:3]=[N:2]2)[CH2:19][CH2:18][C@@:17]2([CH3:43])[C@H:13]1[CH2:14][CH2:15][C:16]12[O:44][CH2:45][CH2:46][O:47]1)(=[O:10])[CH3:9]. The yield is 0.650. (2) The reactants are [Cl-].O[NH3+:3].[C:4](=[O:7])([O-])[OH:5].[Na+].CS(C)=O.[CH2:13]([C:17]1[N:18]=[C:19]([CH3:51])[N:20]([CH2:39][C:40]2[N:41]=[C:42]([C:45]3[CH:50]=[CH:49][CH:48]=[CH:47][N:46]=3)[S:43][CH:44]=2)[C:21](=[O:38])[C:22]=1[CH2:23][C:24]1[CH:29]=[CH:28][C:27]([C:30]2[C:31]([C:36]#[N:37])=[CH:32][CH:33]=[CH:34][CH:35]=2)=[CH:26][CH:25]=1)[CH2:14][CH2:15][CH3:16]. The catalyst is C(OCC)(=O)C. The product is [CH2:13]([C:17]1[N:18]=[C:19]([CH3:51])[N:20]([CH2:39][C:40]2[N:41]=[C:42]([C:45]3[CH:50]=[CH:49][CH:48]=[CH:47][N:46]=3)[S:43][CH:44]=2)[C:21](=[O:38])[C:22]=1[CH2:23][C:24]1[CH:29]=[CH:28][C:27]([C:30]2[CH:35]=[CH:34][CH:33]=[CH:32][C:31]=2[C:36]2[NH:3][C:4](=[O:7])[O:5][N:37]=2)=[CH:26][CH:25]=1)[CH2:14][CH2:15][CH3:16]. The yield is 0.490. (3) The reactants are [CH3:1][S:2](Cl)(=[O:4])=[O:3].[CH3:6][O:7][C:8]1[CH:49]=[CH:48][C:11]([CH2:12][N:13]([CH2:39][C:40]2[CH:45]=[CH:44][C:43]([O:46][CH3:47])=[CH:42][CH:41]=2)[C:14]2[N:19]=[C:18]([CH3:20])[N:17]=[C:16]([C:21]3[CH:22]=[C:23]([CH:36]([OH:38])[CH3:37])[CH:24]=[N:25][C:26]=3[NH:27][C:28]3[CH:29]=[N:30][C:31]([O:34][CH3:35])=[CH:32][CH:33]=3)[N:15]=2)=[CH:10][CH:9]=1.C(N(CC)CC)C. The catalyst is C(Cl)Cl. The product is [CH3:1][S:2]([O:38][CH:36]([C:23]1[CH:24]=[N:25][C:26]([NH:27][C:28]2[CH:29]=[N:30][C:31]([O:34][CH3:35])=[CH:32][CH:33]=2)=[C:21]([C:16]2[N:15]=[C:14]([N:13]([CH2:12][C:11]3[CH:10]=[CH:9][C:8]([O:7][CH3:6])=[CH:49][CH:48]=3)[CH2:39][C:40]3[CH:41]=[CH:42][C:43]([O:46][CH3:47])=[CH:44][CH:45]=3)[N:19]=[C:18]([CH3:20])[N:17]=2)[CH:22]=1)[CH3:37])(=[O:4])=[O:3]. The yield is 0.950. (4) The reactants are [CH:1]1([NH:4][C:5]([C:7]2[CH:8]=[CH:9][C:10]([CH3:30])=[C:11]([C:13]3[C:14]([C:27](O)=[O:28])=[CH:15][C:16]([C:19]([NH:21][CH2:22][C:23]([CH3:26])([CH3:25])[CH3:24])=[O:20])=[CH:17][CH:18]=3)[CH:12]=2)=[O:6])[CH2:3][CH2:2]1.CN(C(ON1N=NC2C=CC=CC1=2)=[N+](C)C)C.F[P-](F)(F)(F)(F)F.CCN(CC)CC.[NH2:62][CH2:63][CH2:64][CH2:65][OH:66]. The catalyst is CN(C=O)C. The product is [CH:1]1([NH:4][C:5]([C:7]2[CH:12]=[C:11]([C:13]3[C:14]([C:27]([NH:62][CH2:63][CH2:64][CH2:65][OH:66])=[O:28])=[CH:15][C:16]([C:19]([NH:21][CH2:22][C:23]([CH3:26])([CH3:24])[CH3:25])=[O:20])=[CH:17][CH:18]=3)[C:10]([CH3:30])=[CH:9][CH:8]=2)=[O:6])[CH2:3][CH2:2]1. The yield is 0.470.